This data is from Catalyst prediction with 721,799 reactions and 888 catalyst types from USPTO. The task is: Predict which catalyst facilitates the given reaction. (1) Reactant: Cl.[NH2:2][CH2:3][C@H:4]([OH:7])[CH2:5][OH:6].C(N(CC)CC)C.[C:15](O[C:15]([O:17][C:18]([CH3:21])([CH3:20])[CH3:19])=[O:16])([O:17][C:18]([CH3:21])([CH3:20])[CH3:19])=[O:16]. Product: [OH:7][C@H:4]([CH2:5][OH:6])[CH2:3][NH:2][C:15](=[O:16])[O:17][C:18]([CH3:21])([CH3:20])[CH3:19]. The catalyst class is: 5. (2) Reactant: [Si]([O:8][CH2:9][C:10]1([CH3:37])[S:16][CH2:15][CH2:14][N:13]2[C:17]([C:20]3([C:23]4[CH:28]=[CH:27][C:26]([C:29]5[CH:30]=[N:31][CH:32]=[C:33]([CH:36]=5)[C:34]#[N:35])=[CH:25][CH:24]=4)[CH2:22][CH2:21]3)=[N:18][N:19]=[C:12]2[CH2:11]1)(C(C)(C)C)(C)C.Cl. Product: [OH:8][CH2:9][C:10]1([CH3:37])[S:16][CH2:15][CH2:14][N:13]2[C:17]([C:20]3([C:23]4[CH:24]=[CH:25][C:26]([C:29]5[CH:30]=[N:31][CH:32]=[C:33]([CH:36]=5)[C:34]#[N:35])=[CH:27][CH:28]=4)[CH2:22][CH2:21]3)=[N:18][N:19]=[C:12]2[CH2:11]1. The catalyst class is: 5. (3) The catalyst class is: 54. Product: [NH2:1][C@@H:2]1[C@@H:6]([NH:7][C:25]([O:27][C:28]([CH3:31])([CH3:30])[CH3:29])=[O:26])[CH2:5][N:4]([C:8]([O:10][CH2:11][C:12]2[CH:17]=[CH:16][CH:15]=[CH:14][CH:13]=2)=[O:9])[CH2:3]1. Reactant: [NH2:1][C@@H:2]1[C@@H:6]([NH2:7])[CH2:5][N:4]([C:8]([O:10][CH2:11][C:12]2[CH:17]=[CH:16][CH:15]=[CH:14][CH:13]=2)=[O:9])[CH2:3]1.C(N(CC)CC)C.[C:25](O[C:25]([O:27][C:28]([CH3:31])([CH3:30])[CH3:29])=[O:26])([O:27][C:28]([CH3:31])([CH3:30])[CH3:29])=[O:26]. (4) Reactant: [Zn:1].[Br:2]CCBr.Cl[Si](C)(C)C.Br[CH2:12][C:13]1[CH:18]=[CH:17][CH:16]=[CH:15][C:14]=1[C:19]([F:22])([F:21])[F:20]. Product: [Br-:2].[F:20][C:19]([F:22])([F:21])[C:14]1[CH:15]=[CH:16][CH:17]=[CH:18][C:13]=1[CH2:12][Zn+:1]. The catalyst class is: 7. (5) The catalyst class is: 6. Reactant: [Cl:1][C:2]1[C:3]([N:8]2[C:12]([SH:13])=[CH:11][CH:10]=[C:9]2[CH:14]=[O:15])=[N:4][CH:5]=[CH:6][CH:7]=1.CI.[C:18](=O)([O-])[O-].[K+].[K+].CN(C)C=O. Product: [Cl:1][C:2]1[C:3]([N:8]2[C:12]([S:13][CH3:18])=[CH:11][CH:10]=[C:9]2[CH:14]=[O:15])=[N:4][CH:5]=[CH:6][CH:7]=1. (6) Reactant: [C:1]([Si:5]([C:28]1[CH:33]=[CH:32][CH:31]=[CH:30][CH:29]=1)([C:22]1[CH:27]=[CH:26][CH:25]=[CH:24][CH:23]=1)[O:6][CH2:7][CH2:8][C:9]1[N:10]=[C:11]([C:15]2[CH:20]=[CH:19][C:18]([OH:21])=[CH:17][CH:16]=2)[O:12][C:13]=1[CH3:14])([CH3:4])([CH3:3])[CH3:2].Br.Br[CH2:36][C:37]1[CH:42]=[CH:41][CH:40]=[CH:39][N:38]=1.C([O-])([O-])=O.[K+].[K+]. Product: [C:1]([Si:5]([C:28]1[CH:33]=[CH:32][CH:31]=[CH:30][CH:29]=1)([C:22]1[CH:23]=[CH:24][CH:25]=[CH:26][CH:27]=1)[O:6][CH2:7][CH2:8][C:9]1[N:10]=[C:11]([C:15]2[CH:20]=[CH:19][C:18]([O:21][CH2:36][C:37]3[CH:42]=[CH:41][CH:40]=[CH:39][N:38]=3)=[CH:17][CH:16]=2)[O:12][C:13]=1[CH3:14])([CH3:4])([CH3:2])[CH3:3]. The catalyst class is: 21. (7) Reactant: [H-].[Na+].S([NH:13][N:14]=[CH:15][CH2:16]P(OCC)(OCC)=O)(C1C=CC(C)=CC=1)(=O)=O.[C:25]1([C:43]2[CH:48]=[CH:47][CH:46]=[CH:45][CH:44]=2)[CH:30]=[CH:29][C:28]([NH:31][C:32]2[CH:37]=[N:36][CH:35]=[C:34]3[S:38][C:39]([CH:41]=O)=[CH:40][C:33]=23)=[CH:27][CH:26]=1. Product: [C:25]1([C:43]2[CH:48]=[CH:47][CH:46]=[CH:45][CH:44]=2)[CH:30]=[CH:29][C:28]([NH:31][C:32]2[CH:37]=[N:36][CH:35]=[C:34]3[S:38][C:39]([C:41]4[NH:13][N:14]=[CH:15][CH:16]=4)=[CH:40][C:33]=23)=[CH:27][CH:26]=1. The catalyst class is: 1. (8) Reactant: [OH:1][C:2]1[CH:7]=[CH:6][C:5]([C:8]2[CH:12]=[C:11]([C:13]([NH2:15])=[O:14])[O:10][N:9]=2)=[CH:4][CH:3]=1.C([O-])([O-])=O.[K+].[K+].[CH3:22][O:23][C:24]1[CH:31]=[CH:30][CH:29]=[CH:28][C:25]=1[CH2:26]Cl. Product: [CH3:22][O:23][C:24]1[CH:31]=[CH:30][CH:29]=[CH:28][C:25]=1[CH2:26][O:1][C:2]1[CH:3]=[CH:4][C:5]([C:8]2[CH:12]=[C:11]([C:13]([NH2:15])=[O:14])[O:10][N:9]=2)=[CH:6][CH:7]=1. The catalyst class is: 639. (9) Reactant: [C:1]([O:5][C:6](=[O:30])[NH:7][C@@H:8]([CH2:19][C:20]1[C:28]2[C:23](=[CH:24][CH:25]=[C:26]([OH:29])[CH:27]=2)[NH:22][CH:21]=1)[C:9]([N:11]1[CH2:15][CH2:14][CH2:13][C@H:12]1[C:16](=[O:18])[NH2:17])=[O:10])([CH3:4])([CH3:3])[CH3:2].C(N(CC)CC)C.ClCCl.[CH3:41][S:42](Cl)(=[O:44])=[O:43]. Product: [C:1]([O:5][C:6]([NH:7][C@H:8]([C:9]([N:11]1[CH2:15][CH2:14][CH2:13][C@H:12]1[C:16](=[O:18])[NH2:17])=[O:10])[CH2:19][C:20]1[C:28]2[C:23](=[CH:24][CH:25]=[C:26]([O:29][S:42]([CH3:41])(=[O:44])=[O:43])[CH:27]=2)[NH:22][CH:21]=1)=[O:30])([CH3:4])([CH3:2])[CH3:3]. The catalyst class is: 13. (10) Reactant: [C:1]([C:5]1[CH:10]=[CH:9][C:8]([S:11]([NH:14][C:15]2[C:16]3[CH:27]=[C:26]([F:28])[CH:25]=[CH:24][C:17]=3[S:18][C:19]=2[C:20]([O:22]C)=[O:21])(=[O:13])=[O:12])=[CH:7][CH:6]=1)([CH3:4])([CH3:3])[CH3:2].[OH-].[Na+].Cl. Product: [C:1]([C:5]1[CH:6]=[CH:7][C:8]([S:11]([NH:14][C:15]2[C:16]3[CH:27]=[C:26]([F:28])[CH:25]=[CH:24][C:17]=3[S:18][C:19]=2[C:20]([OH:22])=[O:21])(=[O:13])=[O:12])=[CH:9][CH:10]=1)([CH3:4])([CH3:2])[CH3:3]. The catalyst class is: 10.